This data is from Full USPTO retrosynthesis dataset with 1.9M reactions from patents (1976-2016). The task is: Predict the reactants needed to synthesize the given product. Given the product [N:31]1[CH:32]=[CH:33][CH:34]=[CH:35][C:30]=1[CH2:29][O:28][C:25]1[CH:26]=[CH:27][C:22]([CH2:21][C:19]2[O:18][N:17]=[C:16]([C:11]3[C:12]([NH2:15])=[N:13][CH:14]=[CH:9][CH:10]=3)[CH:20]=2)=[CH:23][CH:24]=1, predict the reactants needed to synthesize it. The reactants are: CN1CCCC1=O.Cl[C:9]1[CH:10]=[C:11]([C:16]2[CH:20]=[C:19]([CH2:21][C:22]3[CH:27]=[CH:26][C:25]([O:28][CH2:29][C:30]4[CH:35]=[CH:34][CH:33]=[CH:32][N:31]=4)=[CH:24][CH:23]=3)[O:18][N:17]=2)[C:12]([NH2:15])=[N:13][CH:14]=1.C(O)=O.C(N(CC)C(C)C)(C)C.